This data is from Reaction yield outcomes from USPTO patents with 853,638 reactions. The task is: Predict the reaction yield, written as a fraction of the theoretical maximum amount of product (1.0 means a 100% yield; for example, 0.34 means a 34% yield). The yield is 0.190. The catalyst is C(Cl)Cl. The product is [F:1][C:2]1[CH:7]=[CH:6][C:5]([S:8]([CH:9]([C:20]2[C:25]([F:26])=[CH:24][CH:23]=[C:22]([F:27])[C:21]=2[F:28])[C:10]2[C:11]([CH3:19])=[CH:12][C:13]([C:16]([NH2:18])=[O:17])=[N:14][CH:15]=2)=[O:37])=[CH:4][CH:3]=1. The reactants are [F:1][C:2]1[CH:7]=[CH:6][C:5]([S:8][CH:9]([C:20]2[C:25]([F:26])=[CH:24][CH:23]=[C:22]([F:27])[C:21]=2[F:28])[C:10]2[C:11]([CH3:19])=[CH:12][C:13]([C:16]([NH2:18])=[O:17])=[N:14][CH:15]=2)=[CH:4][CH:3]=1.ClC1C=CC=C(C(OO)=[O:37])C=1.